This data is from Forward reaction prediction with 1.9M reactions from USPTO patents (1976-2016). The task is: Predict the product of the given reaction. Given the reactants [C:1]([NH:8][CH2:9][C:10]1[CH:15]=[CH:14][CH:13]=[CH:12][C:11]=1Br)([O:3][C:4]([CH3:7])([CH3:6])[CH3:5])=[O:2].C(N(CCCC)CCCC)CCC.C1(C)C=CC=CC=1P(C1C=CC=CC=1C)C1C=CC=CC=1C.[CH2:52]([O:54][C:55](=[O:59])/[CH:56]=[CH:57]/[CH3:58])[CH3:53], predict the reaction product. The product is: [CH2:52]([O:54][C:55](=[O:59])[CH:56]=[C:57]([C:11]1[CH:12]=[CH:13][CH:14]=[CH:15][C:10]=1[CH2:9][NH:8][C:1]([O:3][C:4]([CH3:7])([CH3:6])[CH3:5])=[O:2])[CH3:58])[CH3:53].